From a dataset of Full USPTO retrosynthesis dataset with 1.9M reactions from patents (1976-2016). Predict the reactants needed to synthesize the given product. (1) Given the product [N+:22]([C:19]1[CH:20]=[CH:21][C:16]([N:7]2[CH2:6][CH2:5][N:4]([C:8]([O:10][C:11]([CH3:14])([CH3:13])[CH3:12])=[O:9])[CH2:3][C:2]2=[O:1])=[CH:17][CH:18]=1)([O-:24])=[O:23], predict the reactants needed to synthesize it. The reactants are: [O:1]=[C:2]1[NH:7][CH2:6][CH2:5][N:4]([C:8]([O:10][C:11]([CH3:14])([CH3:13])[CH3:12])=[O:9])[CH2:3]1.I[C:16]1[CH:21]=[CH:20][C:19]([N+:22]([O-:24])=[O:23])=[CH:18][CH:17]=1.C([O-])([O-])=O.[Cs+].[Cs+].C1(P(C2C=CC=CC=2)C2C3OC4C(=CC=CC=4P(C4C=CC=CC=4)C4C=CC=CC=4)C(C)(C)C=3C=CC=2)C=CC=CC=1. (2) The reactants are: [N:1]1[S:2][N:3]=[C:4]2[CH:9]=[C:8]([C:10]3[O:14][C:13]([CH3:16])([CH3:15])[C:12](=[O:17])[CH:11]=3)[CH:7]=[CH:6][C:5]=12.C1C(=O)N([Br:25])C(=O)C1. Given the product [N:1]1[S:2][N:3]=[C:4]2[CH:9]=[C:8]([C:10]3[O:14][C:13]([CH3:15])([CH3:16])[C:12](=[O:17])[C:11]=3[Br:25])[CH:7]=[CH:6][C:5]=12, predict the reactants needed to synthesize it. (3) Given the product [C:23]([O:27][C:28](=[O:38])[NH:29][C:30]1[CH:35]=[CH:34][C:33]([CH2:36][N:15]2[C:16]3[C:21](=[CH:20][CH:19]=[CH:18][CH:17]=3)[C:13]3([C:8]4[C:9](=[CH:10][C:5]5[O:4][CH2:40][CH2:41][O:42][C:6]=5[CH:7]=4)[O:11][CH2:12]3)[C:14]2=[O:22])=[CH:32][N:31]=1)([CH3:26])([CH3:25])[CH3:24], predict the reactants needed to synthesize it. The reactants are: CC1[C:6]2[CH:7]=[C:8]3[C:13]4([C:21]5[C:16](=[CH:17][CH:18]=[CH:19][CH:20]=5)[NH:15][C:14]4=[O:22])[CH2:12][O:11][C:9]3=[CH:10][C:5]=2[O:4]N=1.[C:23]([O:27][C:28](=[O:38])[NH:29][C:30]1[CH:35]=[CH:34][C:33]([CH2:36]Br)=[CH:32][N:31]=1)([CH3:26])([CH3:25])[CH3:24].Br[CH2:40][C:41]1[O:42]C(C(F)(F)F)=CC=1. (4) The reactants are: [F:1][C:2]1[C:10]([N:11]([S:18]([CH2:21][CH2:22][CH2:23][F:24])(=[O:20])=[O:19])S(CCC)(=O)=O)=[CH:9][CH:8]=[C:7]([F:25])[C:3]=1[C:4]([O-:6])=[O:5].[OH-].[Li+]. Given the product [F:1][C:2]1[C:10]([NH:11][S:18]([CH2:21][CH2:22][CH2:23][F:24])(=[O:19])=[O:20])=[CH:9][CH:8]=[C:7]([F:25])[C:3]=1[C:4]([OH:6])=[O:5], predict the reactants needed to synthesize it. (5) Given the product [CH3:13][C:12]1[C:6]2[NH:7][C:8](=[O:11])[CH2:9][O:10][C:5]=2[CH:4]=[CH:3][C:2]=1[B:17]1[O:18][C:19]([CH3:21])([CH3:20])[C:15]([CH3:31])([CH3:14])[O:16]1, predict the reactants needed to synthesize it. The reactants are: Br[C:2]1[CH:3]=[CH:4][C:5]2[O:10][CH2:9][C:8](=[O:11])[NH:7][C:6]=2[C:12]=1[CH3:13].[CH3:14][C:15]1([CH3:31])[C:19]([CH3:21])([CH3:20])[O:18][B:17]([B:17]2[O:18][C:19]([CH3:21])([CH3:20])[C:15]([CH3:31])([CH3:14])[O:16]2)[O:16]1.C([O-])(=O)C.[K+]. (6) Given the product [Cl:1][C:2]1[CH:7]=[C:6]2[C:5](=[CH:4][C:3]=1[OH:24])[O:23][C:25]([CH3:26])=[C:9]([C:10]1[CH:21]=[CH:20][C:13]([O:14][CH2:15][CH2:16][CH2:17][C:18]#[N:19])=[CH:12][CH:11]=1)[C:8]2=[O:22], predict the reactants needed to synthesize it. The reactants are: [Cl:1][C:2]1[C:3]([OH:24])=[CH:4][C:5]([OH:23])=[C:6]([C:8](=[O:22])[CH2:9][C:10]2[CH:21]=[CH:20][C:13]([O:14][CH2:15][CH2:16][CH2:17][C:18]#[N:19])=[CH:12][CH:11]=2)[CH:7]=1.[C:25](OC(=O)C)(=O)[CH3:26].C(=O)([O-])[O-].[K+].[K+]. (7) Given the product [Cl:38][C:31]1[CH:30]=[C:29]([C:26]2[CH:27]=[CH:28][N:24]([CH2:23][C@@H:22]([NH:21][C:8]([C:6]3[N:7]=[C:3]([C:2]([F:1])([F:20])[F:19])[N:4]([CH2:11][O:12][CH2:13][CH2:14][Si:15]([CH3:18])([CH3:17])[CH3:16])[CH:5]=3)=[O:10])[CH3:39])[N:25]=2)[CH:36]=[C:35]([F:37])[C:32]=1[C:33]#[N:34], predict the reactants needed to synthesize it. The reactants are: [F:1][C:2]([F:20])([F:19])[C:3]1[N:4]([CH2:11][O:12][CH2:13][CH2:14][Si:15]([CH3:18])([CH3:17])[CH3:16])[CH:5]=[C:6]([C:8]([OH:10])=O)[N:7]=1.[NH2:21][C@@H:22]([CH3:39])[CH2:23][N:24]1[CH:28]=[CH:27][C:26]([C:29]2[CH:36]=[C:35]([F:37])[C:32]([C:33]#[N:34])=[C:31]([Cl:38])[CH:30]=2)=[N:25]1.